From a dataset of Reaction yield outcomes from USPTO patents with 853,638 reactions. Predict the reaction yield, written as a fraction of the theoretical maximum amount of product (1.0 means a 100% yield; for example, 0.34 means a 34% yield). (1) The reactants are [CH3:1][C:2]([CH3:17])([CH3:16])[C:3]#[C:4][C:5]1[CH:10]=[C:9]([N+:11]([O-:13])=[O:12])[CH:8]=[C:7]([F:14])[C:6]=1[NH2:15].N1C=CC=CC=1.[C:24](Cl)(=[O:28])[CH2:25][CH2:26][CH3:27]. The catalyst is C(Cl)Cl. The product is [CH3:1][C:2]([CH3:17])([CH3:16])[C:3]#[C:4][C:5]1[CH:10]=[C:9]([N+:11]([O-:13])=[O:12])[CH:8]=[C:7]([F:14])[C:6]=1[NH:15][C:24](=[O:28])[CH2:25][CH2:26][CH3:27]. The yield is 0.620. (2) The product is [CH2:41]([O:40][C@H:21]1[C@H:22]([O:32][CH2:33][C:34]2[CH:39]=[CH:38][CH:37]=[CH:36][CH:35]=2)[C@@H:23]([O:24][CH2:25][C:26]2[CH:31]=[CH:30][CH:29]=[CH:28][CH:27]=2)[C@H:18]([C:15]2[CH:16]=[CH:17][C:2]([Cl:1])=[C:3]([CH2:4][C:5]3[CH:6]=[CH:7][C:8]([CH2:11][CH2:12][O:13][CH:65]([F:73])[F:64])=[CH:9][CH:10]=3)[CH:14]=2)[O:19][C@@H:20]1[CH2:48][O:49][CH2:50][C:51]1[CH:52]=[CH:53][CH:54]=[CH:55][CH:56]=1)[C:42]1[CH:43]=[CH:44][CH:45]=[CH:46][CH:47]=1. The catalyst is C(#N)C. The reactants are [Cl:1][C:2]1[CH:17]=[CH:16][C:15]([C@H:18]2[C@H:23]([O:24][CH2:25][C:26]3[CH:31]=[CH:30][CH:29]=[CH:28][CH:27]=3)[C@@H:22]([O:32][CH2:33][C:34]3[CH:39]=[CH:38][CH:37]=[CH:36][CH:35]=3)[C@H:21]([O:40][CH2:41][C:42]3[CH:47]=[CH:46][CH:45]=[CH:44][CH:43]=3)[C@@H:20]([CH2:48][O:49][CH2:50][C:51]3[CH:56]=[CH:55][CH:54]=[CH:53][CH:52]=3)[O:19]2)=[CH:14][C:3]=1[CH2:4][C:5]1[CH:10]=[CH:9][C:8]([CH2:11][CH2:12][OH:13])=[CH:7][CH:6]=1.S([O-])([O-])(=O)=O.[Na+].[Na+].[F:64][C:65]([F:73])(S(F)(=O)=O)C(O)=O.O. The yield is 0.330. (3) The reactants are [CH3:1][C:2]1[C:6]([C:7]2[CH:8]=[CH:9][C:10]([C:23](OC)=[O:24])=[C:11]3[C:16]=2[O:15][CH2:14][CH:13]([C:17]2[CH:22]=[CH:21][CH:20]=[CH:19][CH:18]=2)[NH:12]3)=[C:5]([CH3:27])[O:4][N:3]=1.[AlH4-].[Li+]. The catalyst is O1CCCC1. The product is [CH3:1][C:2]1[C:6]([C:7]2[C:16]3[O:15][CH2:14][CH:13]([C:17]4[CH:22]=[CH:21][CH:20]=[CH:19][CH:18]=4)[NH:12][C:11]=3[C:10]([CH2:23][OH:24])=[CH:9][CH:8]=2)=[C:5]([CH3:27])[O:4][N:3]=1. The yield is 0.940. (4) The reactants are [NH:1]1[C:5]2[CH:6]=[CH:7][CH:8]=[CH:9][C:4]=2[N:3]=[C:2]1[CH2:10][NH:11][C:12]1[CH:16]=[CH:15][NH:14][C:13]=1[C:17]([O:19]CC)=O.C(Cl)Cl.C([N:33]=[C:34]=[S:35])(=O)C1C=CC=CC=1. The catalyst is CO. The product is [NH:3]1[C:4]2[CH:9]=[CH:8][CH:7]=[CH:6][C:5]=2[N:1]=[C:2]1[CH2:10][N:11]1[C:12]2[CH:16]=[CH:15][NH:14][C:13]=2[C:17](=[O:19])[NH:33][C:34]1=[S:35]. The yield is 0.660. (5) The reactants are [NH2:1][C:2]1[S:14][C:5]2=[N:6][C:7]([CH3:13])=[C:8]([CH2:11][CH3:12])[C:9]([CH3:10])=[C:4]2[C:3]=1[C:15]#[N:16].[CH:17]1([C:22](Cl)=[O:23])[CH2:21][CH2:20][CH2:19][CH2:18]1.O. The catalyst is N1C=CC=CC=1. The product is [C:15]([C:3]1[C:4]2[C:5](=[N:6][C:7]([CH3:13])=[C:8]([CH2:11][CH3:12])[C:9]=2[CH3:10])[S:14][C:2]=1[NH:1][C:22]([CH:17]1[CH2:21][CH2:20][CH2:19][CH2:18]1)=[O:23])#[N:16]. The yield is 0.860. (6) The reactants are [CH3:1][C:2]1([CH3:16])[C:6]([CH3:8])([CH3:7])[O:5][B:4]([C:9]2[CH:10]=[C:11]([CH:13]=[CH:14][CH:15]=2)[NH2:12])[O:3]1.CCN(C(C)C)C(C)C.[C:26](Cl)(=[O:29])[CH:27]=[CH2:28]. The catalyst is C(Cl)Cl. The product is [CH3:8][C:6]1([CH3:7])[C:2]([CH3:16])([CH3:1])[O:3][B:4]([C:9]2[CH:10]=[C:11]([NH:12][C:26](=[O:29])[CH:27]=[CH2:28])[CH:13]=[CH:14][CH:15]=2)[O:5]1. The yield is 1.00. (7) The reactants are [NH2:1][C:2]1[C:3]2[N:4]([C:11]([CH3:15])=[C:12]([CH3:14])[N:13]=2)[CH:5]=[C:6]([C:8]([NH2:10])=[O:9])[CH:7]=1.[CH2:16]([C:18]1[CH:25]=[CH:24][CH:23]=[C:22]([CH3:26])[C:19]=1[CH2:20]Cl)[CH3:17].C(=O)([O-])[O-].[K+].[K+].[I-].[K+]. The catalyst is CO.C(Cl)Cl.CC(C)=O. The product is [CH3:14][C:12]1[N:13]=[C:3]2[C:2]([NH:1][CH2:20][C:19]3[C:22]([CH3:26])=[CH:23][CH:24]=[CH:25][C:18]=3[CH2:16][CH3:17])=[CH:7][C:6]([C:8]([NH2:10])=[O:9])=[CH:5][N:4]2[C:11]=1[CH3:15]. The yield is 0.500. (8) The reactants are [CH:1]([O:4][C:5]1[CH:10]=[CH:9][C:8]([C:11]2[N:20]=[C:19](O)[C:18]3[C:13](=[CH:14][C:15]([O:22][CH3:23])=[CH:16][CH:17]=3)[N:12]=2)=[CH:7][CH:6]=1)([CH3:3])[CH3:2].O=P(Cl)(Cl)[Cl:26]. No catalyst specified. The product is [Cl:26][C:19]1[C:18]2[C:13](=[CH:14][C:15]([O:22][CH3:23])=[CH:16][CH:17]=2)[N:12]=[C:11]([C:8]2[CH:9]=[CH:10][C:5]([O:4][CH:1]([CH3:3])[CH3:2])=[CH:6][CH:7]=2)[N:20]=1. The yield is 0.800.